Dataset: Forward reaction prediction with 1.9M reactions from USPTO patents (1976-2016). Task: Predict the product of the given reaction. The product is: [CH3:20][C:21]1[C:22]2[N:29]=[C:18]([C:16]3[CH:15]=[CH:14][N:13]=[C:12]([O:11][CH2:10][CH2:9][CH2:8][CH2:7][CH:4]4[CH2:5][CH2:6][N:1]([CH3:30])[CH2:2][CH2:3]4)[CH:17]=3)[NH:28][C:23]=2[CH:24]=[C:25]([CH3:27])[CH:26]=1. Given the reactants [NH:1]1[CH2:6][CH2:5][CH:4]([CH2:7][CH2:8][CH2:9][CH2:10][O:11][C:12]2[CH:17]=[C:16]([CH:18]=O)[CH:15]=[CH:14][N:13]=2)[CH2:3][CH2:2]1.[CH3:20][C:21]1[CH:26]=[C:25]([CH3:27])[CH:24]=[C:23]([NH2:28])[C:22]=1[NH2:29].[CH3:30]N(C=O)C, predict the reaction product.